This data is from Full USPTO retrosynthesis dataset with 1.9M reactions from patents (1976-2016). The task is: Predict the reactants needed to synthesize the given product. (1) Given the product [Cl:18][C:4]1[CH:3]=[C:2]([C:23]2[CH:22]=[CH:21][C:20]([F:19])=[C:25]([F:26])[CH:24]=2)[C:10]2[N:9]3[CH2:11][CH2:12][CH2:13][NH:14][C:15](=[O:16])[C:8]3=[C:7]([CH3:17])[C:6]=2[CH:5]=1, predict the reactants needed to synthesize it. The reactants are: Br[C:2]1[C:10]2[N:9]3[CH2:11][CH2:12][CH2:13][NH:14][C:15](=[O:16])[C:8]3=[C:7]([CH3:17])[C:6]=2[CH:5]=[C:4]([Cl:18])[CH:3]=1.[F:19][C:20]1[CH:21]=[C:22](B(O)O)[CH:23]=[CH:24][C:25]=1[F:26]. (2) Given the product [NH2:22][C:8]1[N:7]=[C:6]([CH2:5][CH2:4][C:3]([OH:23])=[O:2])[C:11]([C:12]2[CH:13]=[CH:14][C:15]([N+:18]([O-:20])=[O:19])=[CH:16][CH:17]=2)=[C:10]([NH2:21])[N:9]=1, predict the reactants needed to synthesize it. The reactants are: C[O:2][C:3](=[O:23])[CH2:4][CH2:5][C:6]1[C:11]([C:12]2[CH:17]=[CH:16][C:15]([N+:18]([O-:20])=[O:19])=[CH:14][CH:13]=2)=[C:10]([NH2:21])[N:9]=[C:8]([NH2:22])[N:7]=1.Cl. (3) The reactants are: [C:1]([O:5][C@@H:6]([C:12]1[C:13]([CH3:43])=[N:14][C:15]2[N:16]([N:26]=[C:27]([C:29](=O)[NH:30][CH2:31][C:32](=O)[CH2:33][C:34]3[CH:39]=[CH:38][C:37]([F:40])=[CH:36][CH:35]=3)[CH:28]=2)[C:17]=1[C:18]1[CH2:23][CH2:22][C:21]([CH3:25])([CH3:24])[CH2:20][CH:19]=1)[C:7]([O:9][CH2:10][CH3:11])=[O:8])([CH3:4])([CH3:3])[CH3:2].COC1C=CC(P2(SP(C3C=CC(OC)=CC=3)(=S)S2)=[S:53])=CC=1. Given the product [C:1]([O:5][C@@H:6]([C:12]1[C:13]([CH3:43])=[N:14][C:15]2[N:16]([N:26]=[C:27]([C:29]3[S:53][C:32]([CH2:33][C:34]4[CH:39]=[CH:38][C:37]([F:40])=[CH:36][CH:35]=4)=[CH:31][N:30]=3)[CH:28]=2)[C:17]=1[C:18]1[CH2:23][CH2:22][C:21]([CH3:25])([CH3:24])[CH2:20][CH:19]=1)[C:7]([O:9][CH2:10][CH3:11])=[O:8])([CH3:4])([CH3:3])[CH3:2], predict the reactants needed to synthesize it. (4) The reactants are: C([O:8][C:9]1[CH:29]=[CH:28][C:12]([O:13][C:14]2[C:23]3[C:18](=[CH:19][C:20]([O:26][CH3:27])=[C:21]([O:24][CH3:25])[CH:22]=3)[N:17]=[CH:16][N:15]=2)=[CH:11][CH:10]=1)C1C=CC=CC=1. Given the product [CH3:25][O:24][C:21]1[CH:22]=[C:23]2[C:18](=[CH:19][C:20]=1[O:26][CH3:27])[N:17]=[CH:16][N:15]=[C:14]2[O:13][C:12]1[CH:28]=[CH:29][C:9]([OH:8])=[CH:10][CH:11]=1, predict the reactants needed to synthesize it.